Dataset: Reaction yield outcomes from USPTO patents with 853,638 reactions. Task: Predict the reaction yield, written as a fraction of the theoretical maximum amount of product (1.0 means a 100% yield; for example, 0.34 means a 34% yield). (1) The reactants are C(=S)(O[CH2:4][CH2:5][P:6]([CH2:11][CH2:12][OH:13])([CH2:8][CH2:9][OH:10])=[O:7])C.[OH-].[Na+].Cl.[CH3:18][S:19][S:20](C)(=O)=O. The catalyst is CO.O. The product is [OH:13][CH2:12][CH2:11][P:6](=[O:7])([CH2:8][CH2:9][OH:10])[CH2:5][CH2:4][S:19]([CH3:18])=[S:20]. The yield is 0.830. (2) The reactants are [Cl:1][C:2]1[CH:7]=[CH:6][CH:5]=[CH:4][C:3]=1[N:8]1[C:12]([C:13]2[N:14]=[C:15]3[C:21]4[CH:22]=[CH:23][C:24]([C:26]([OH:28])=O)=[CH:25][C:20]=4[O:19][CH2:18][CH2:17][N:16]3[CH:29]=2)=[N:11][CH:10]=[N:9]1.[Cl-].[NH4+].C[N:33](C(ON1N=NC2C=CC=NC1=2)=[N+](C)C)C.F[P-](F)(F)(F)(F)F.C(N(C(C)C)CC)(C)C. The catalyst is CN(C=O)C. The product is [Cl:1][C:2]1[CH:7]=[CH:6][CH:5]=[CH:4][C:3]=1[N:8]1[C:12]([C:13]2[N:14]=[C:15]3[C:21]4[CH:22]=[CH:23][C:24]([C:26]([NH2:33])=[O:28])=[CH:25][C:20]=4[O:19][CH2:18][CH2:17][N:16]3[CH:29]=2)=[N:11][CH:10]=[N:9]1. The yield is 0.510. (3) The reactants are [C:1]([C:3]1[N:7]2[CH:8]=[CH:9][CH:10]=[CH:11][C:6]2=[N:5][CH:4]=1)#[CH:2].N1C=C(C#C[C:23]2[CH:24]=[C:25]([CH:47]=[CH:48][C:49]=2[CH3:50])[C:26]([NH:28][C:29]2[CH:34]=[CH:33][C:32]([CH2:35][N:36]3[CH2:41][CH2:40][N:39]([CH3:42])[CH2:38][CH2:37]3)=[C:31]([C:43]([F:46])([F:45])[F:44])[CH:30]=2)=[O:27])N2C=CN=CC=12.N#N.C(N(CC)C(C)C)(C)C. The catalyst is [Cu]I.CN(C=O)C. The product is [N:5]1[CH:4]=[C:3]([C:1]#[C:2][C:48]2[CH:47]=[C:25]([CH:24]=[CH:23][C:49]=2[CH3:50])[C:26]([NH:28][C:29]2[CH:34]=[CH:33][C:32]([CH2:35][N:36]3[CH2:41][CH2:40][N:39]([CH3:42])[CH2:38][CH2:37]3)=[C:31]([C:43]([F:46])([F:45])[F:44])[CH:30]=2)=[O:27])[N:7]2[CH:8]=[CH:9][CH:10]=[CH:11][C:6]=12. The yield is 0.530. (4) The reactants are [C:1]([O:5][C:6]([N:8]1[C:21]2[CH:20]=[CH:19][CH:18]=[C:17](OS(C(F)(F)F)(=O)=O)[C:16]=2[S:15][C:14]2[C:9]1=[CH:10][CH:11]=[CH:12][CH:13]=2)=[O:7])([CH3:4])([CH3:3])[CH3:2].[B:30]1([B:30]2[O:34][C:33]([CH3:36])([CH3:35])[C:32]([CH3:38])([CH3:37])[O:31]2)[O:34][C:33]([CH3:36])([CH3:35])[C:32]([CH3:38])([CH3:37])[O:31]1.C([O-])(=O)C.[K+].N#N. The catalyst is O1CCOCC1.C1C=CC([PH+]([C]2[CH][CH][CH][CH]2)C2C=CC=CC=2)=CC=1.C1C=CC([PH+]([C]2[CH][CH][CH][CH]2)C2C=CC=CC=2)=CC=1.C(Cl)Cl.Cl[Pd]Cl.[Fe]. The product is [C:1]([O:5][C:6]([N:8]1[C:21]2[CH:20]=[CH:19][CH:18]=[C:17]([B:30]3[O:34][C:33]([CH3:36])([CH3:35])[C:32]([CH3:38])([CH3:37])[O:31]3)[C:16]=2[S:15][C:14]2[C:9]1=[CH:10][CH:11]=[CH:12][CH:13]=2)=[O:7])([CH3:4])([CH3:3])[CH3:2]. The yield is 1.00. (5) The reactants are [CH3:1][O:2][C:3](=[O:35])[NH:4][CH:5]([C:9]([N:11]1[CH2:15][C:14](F)(F)[CH2:13][CH:12]1[C:18]1[NH:19][C:20]([C:23]2[CH:28]=[CH:27][C:26]([C:29]#[C:30][Si](C)(C)C)=[CH:25][CH:24]=2)=[CH:21][N:22]=1)=[O:10])[CH:6]([CH3:8])[CH3:7].C([O-])([O-])=O.[K+].[K+]. The catalyst is CO. The product is [CH3:1][O:2][C:3](=[O:35])[NH:4][CH:5]([C:9]([N:11]1[CH2:15][CH2:14][CH2:13][CH:12]1[C:18]1[NH:19][C:20]([C:23]2[CH:28]=[CH:27][C:26]([C:29]#[CH:30])=[CH:25][CH:24]=2)=[CH:21][N:22]=1)=[O:10])[CH:6]([CH3:8])[CH3:7]. The yield is 1.00.